This data is from Forward reaction prediction with 1.9M reactions from USPTO patents (1976-2016). The task is: Predict the product of the given reaction. (1) The product is: [F:15][C:2]([F:1])([F:14])[CH:3]1[C:12]2[C:7](=[CH:8][CH:9]=[CH:10][CH:11]=2)[NH:6][CH2:5][CH2:4]1. Given the reactants [F:1][C:2]([F:15])([F:14])[CH:3]1[C:12]2[C:7](=[CH:8][CH:9]=[CH:10][CH:11]=2)[NH:6][C:5](=O)[CH2:4]1.CSC.B, predict the reaction product. (2) Given the reactants [C:1](Cl)(=[O:9])[O:2][C:3]1[CH:8]=[CH:7][CH:6]=[CH:5][CH:4]=1.N1C=CC=CC=1.[F:17][C:18]1[CH:19]=[CH:20][C:21]([NH2:24])=[N:22][CH:23]=1, predict the reaction product. The product is: [F:17][C:18]1[CH:19]=[CH:20][C:21]([NH:24][C:1](=[O:9])[O:2][C:3]2[CH:8]=[CH:7][CH:6]=[CH:5][CH:4]=2)=[N:22][CH:23]=1. (3) Given the reactants [OH:1][CH2:2][C:3]1([CH2:9][OH:10])[CH2:8][O:7][CH2:6][O:5][CH2:4]1.[F:11][C:12]1[CH:17]=[CH:16][C:15]([C:18]2[O:19][CH:20]=[C:21]([CH2:23]I)[N:22]=2)=[CH:14][CH:13]=1.[H-].[Na+].FC1C=CC(C2OC=C(CO[C@@H]3CCC[C@H](OCC4C=CC=C(C)C=4C(OC)=O)C3)N=2)=CC=1, predict the reaction product. The product is: [F:11][C:12]1[CH:13]=[CH:14][C:15]([C:18]2[O:19][CH:20]=[C:21]([CH2:23][O:1][CH2:2][C:3]3([CH2:9][OH:10])[CH2:8][O:7][CH2:6][O:5][CH2:4]3)[N:22]=2)=[CH:16][CH:17]=1. (4) Given the reactants [Cl:1][C:2]1[CH:3]=[CH:4][C:5]([C:8]([NH:10][C:11]2[CH:12]=[CH:13][C:14]3[CH2:20][CH2:19][CH2:18][C:17]([CH2:21]O)=[C:16]([CH3:23])[C:15]=3[CH:24]=2)=[O:9])=[N:6][CH:7]=1.CS([Cl:29])(=O)=O.CCN(C(C)C)C(C)C, predict the reaction product. The product is: [Cl:1][C:2]1[CH:3]=[CH:4][C:5]([C:8]([NH:10][C:11]2[CH:12]=[CH:13][C:14]3[CH2:20][CH2:19][CH2:18][C:17]([CH2:21][Cl:29])=[C:16]([CH3:23])[C:15]=3[CH:24]=2)=[O:9])=[N:6][CH:7]=1. (5) Given the reactants [S:1]1[C:5]2[CH:6]=[C:7]([S:10]([N:13]3[CH:17]=[CH:16][C:15](/[CH:18]=[CH:19]/[C:20]([NH:22][O:23]C4CCCCO4)=[O:21])=[CH:14]3)(=[O:12])=[O:11])[CH:8]=[CH:9][C:4]=2[N:3]=[CH:2]1.Cl, predict the reaction product. The product is: [S:1]1[C:5]2[CH:6]=[C:7]([S:10]([N:13]3[CH:17]=[CH:16][C:15](/[CH:18]=[CH:19]/[C:20]([NH:22][OH:23])=[O:21])=[CH:14]3)(=[O:11])=[O:12])[CH:8]=[CH:9][C:4]=2[N:3]=[CH:2]1. (6) Given the reactants [S:1]([O-:4])([O-:3])=[O:2].[Na+:5].[Na+].[C:7](=O)([O-:9])[O-:8].[Na+].[Na+].S(=O)=O, predict the reaction product. The product is: [S:1]([O-:4])([O-:3])=[O:2].[Na+:5].[Na+:5].[C:7](=[O:9])=[O:8]. (7) Given the reactants C([O:8][C:9]1[CH:10]=[C:11]([CH2:15][CH2:16][NH:17][CH:18]2[CH2:23][CH2:22][CH2:21][CH2:20][CH2:19]2)[CH:12]=[CH:13][CH:14]=1)C1C=CC=CC=1.[H][H], predict the reaction product. The product is: [CH:18]1([NH:17][CH2:16][CH2:15][C:11]2[CH:10]=[C:9]([OH:8])[CH:14]=[CH:13][CH:12]=2)[CH2:19][CH2:20][CH2:21][CH2:22][CH2:23]1.